Dataset: Forward reaction prediction with 1.9M reactions from USPTO patents (1976-2016). Task: Predict the product of the given reaction. (1) Given the reactants FC(F)(F)C1C=C(NC(=O)NC2C=CC(C3SC(CCC(O)=O)=NC=3)=CC=2)C=CC=1.[Cl:31][C:32]1[CH:37]=[C:36]([C:38]([F:41])([F:40])[F:39])[CH:35]=[CH:34][C:33]=1[NH:42][C:43](=[O:66])[NH:44][C:45]1[CH:50]=[CH:49][C:48]([C:51]2[S:55][C:54]([CH:56]3[CH2:61][CH2:60][CH:59]([C:62]([O:64]C)=[O:63])[CH2:58][CH2:57]3)=[N:53][CH:52]=2)=[CH:47][CH:46]=1, predict the reaction product. The product is: [Cl:31][C:32]1[CH:37]=[C:36]([C:38]([F:40])([F:39])[F:41])[CH:35]=[CH:34][C:33]=1[NH:42][C:43](=[O:66])[NH:44][C:45]1[CH:46]=[CH:47][C:48]([C:51]2[S:55][C:54]([CH:56]3[CH2:57][CH2:58][CH:59]([C:62]([OH:64])=[O:63])[CH2:60][CH2:61]3)=[N:53][CH:52]=2)=[CH:49][CH:50]=1. (2) Given the reactants [CH3:1][O:2][C:3]1[CH:4]=[C:5](B(O)O)[CH:6]=[CH:7][CH:8]=1.I[C:13]1[C:21]2[C:16](=[N:17][CH:18]=[N:19][C:20]=2[NH2:22])[N:15]([CH:23]([CH3:25])[CH3:24])[N:14]=1.C([O-])([O-])=O.[Na+].[Na+], predict the reaction product. The product is: [CH:23]([N:15]1[C:16]2=[N:17][CH:18]=[N:19][C:20]([NH2:22])=[C:21]2[C:13]([C:5]2[CH:6]=[CH:7][CH:8]=[C:3]([O:2][CH3:1])[CH:4]=2)=[N:14]1)([CH3:25])[CH3:24]. (3) Given the reactants [F:1][C:2]1[CH:7]=[CH:6][CH:5]=[CH:4][C:3]=1[NH:8][C:9](=[O:18])[CH:10]=[CH:11]C1C=CC=CC=1.[Al+3].[Cl-].[Cl-].[Cl-], predict the reaction product. The product is: [F:1][C:2]1[CH:7]=[CH:6][CH:5]=[C:4]2[C:3]=1[N:8]=[C:9]([OH:18])[CH:10]=[CH:11]2. (4) Given the reactants [CH3:1][C:2]1([CH3:16])[O:15][C:6]2=[C:7]([CH3:14])[N:8]=[CH:9][C:10]([CH2:11][CH2:12][NH2:13])=[C:5]2[CH2:4][O:3]1.[CH:17]([C:19]1[CH:20]=[C:21]([CH:24]=[CH:25][CH:26]=1)[C:22]#[N:23])=O, predict the reaction product. The product is: [CH3:1][C:2]1([CH3:16])[O:15][C:6]2=[C:7]([CH3:14])[N:8]=[CH:9][C:10]([CH2:11][CH2:12][NH:13][CH2:17][C:19]3[CH:20]=[C:21]([CH:24]=[CH:25][CH:26]=3)[C:22]#[N:23])=[C:5]2[CH2:4][O:3]1.